From a dataset of Catalyst prediction with 721,799 reactions and 888 catalyst types from USPTO. Predict which catalyst facilitates the given reaction. (1) Reactant: [CH2:1]([O:5][C:6]([C:8]1[N:9]=[C:10](Br)[C:11]2[C:16]([C:17]=1[OH:18])=[CH:15][CH:14]=[C:13]([O:19][C:20]1[CH:25]=[CH:24][C:23]([F:26])=[CH:22][CH:21]=1)[CH:12]=2)=[O:7])[CH2:2][CH2:3][CH3:4].[CH3:28]B1OB(C)OB(C)O1.C([O-])([O-])=O.[K+].[K+]. Product: [CH2:1]([O:5][C:6]([C:8]1[N:9]=[C:10]([CH3:28])[C:11]2[C:16]([C:17]=1[OH:18])=[CH:15][CH:14]=[C:13]([O:19][C:20]1[CH:25]=[CH:24][C:23]([F:26])=[CH:22][CH:21]=1)[CH:12]=2)=[O:7])[CH2:2][CH2:3][CH3:4]. The catalyst class is: 203. (2) Reactant: C[O:2][C:3](=[O:21])[CH2:4][CH2:5][CH:6]([NH:13][C:14]([O:16][C:17]([CH3:20])([CH3:19])[CH3:18])=[O:15])[CH:7]1[CH2:12][CH2:11][CH2:10][CH2:9][CH2:8]1.[OH-].[Na+].C(O)(=O)CC(CC(O)=O)(C(O)=O)O. Product: [C:17]([O:16][C:14]([NH:13][CH:6]([CH:7]1[CH2:8][CH2:9][CH2:10][CH2:11][CH2:12]1)[CH2:5][CH2:4][C:3]([OH:21])=[O:2])=[O:15])([CH3:20])([CH3:18])[CH3:19]. The catalyst class is: 5. (3) Reactant: [Br:1][C:2]1[CH:7]=[CH:6][C:5]([CH:8]([C:14](OCC)=[O:15])[C:9](OCC)=[O:10])=[CH:4][CH:3]=1.[H-].C([Al+]CC(C)C)C(C)C.CCCCCC.C(C(C(C([O-])=O)O)O)([O-])=O.[Na+].[K+]. Product: [Br:1][C:2]1[CH:3]=[CH:4][C:5]([CH:8]([CH2:14][OH:15])[CH2:9][OH:10])=[CH:6][CH:7]=1. The catalyst class is: 28. (4) Reactant: [Cl:1][C:2]1[CH:10]=[CH:9][C:5]([CH2:6][C:7]#[N:8])=[CH:4][CH:3]=1.[Cl:11][C:12]1[CH:13]=[C:14]([CH:17]=[CH:18][CH:19]=1)[CH:15]=O.[OH-].[Na+]. Product: [Cl:11][C:12]1[CH:13]=[C:14](/[CH:15]=[C:6](/[C:5]2[CH:9]=[CH:10][C:2]([Cl:1])=[CH:3][CH:4]=2)\[C:7]#[N:8])[CH:17]=[CH:18][CH:19]=1. The catalyst class is: 41. (5) Reactant: [CH3:1][O:2][C:3]1[CH:8]=[CH:7][CH:6]=[CH:5][C:4]=1[CH2:9][N:10]1[C:15](=[O:16])[CH2:14][C:13](=[O:17])[N:12]([CH2:18][C:19]2[CH:24]=[CH:23][CH:22]=[CH:21][C:20]=2[O:25][CH3:26])[C:11]1=[O:27].COC1C=CC=CC=1C[N:33]=[C:34]=[O:35].C[O:41]C1C=CC=CC=1CN.C([CH:52]([C:56](Cl)=[O:57])C(Cl)=O)C.C1CCN2C(=NCCC2)CC1. Product: [OH:17][C:13]1[N:12]([CH2:18][C:19]2[CH:24]=[CH:23][CH:22]=[CH:21][C:20]=2[O:25][CH3:26])[C:11](=[O:27])[N:10]([CH2:9][C:4]2[CH:5]=[CH:6][CH:7]=[CH:8][C:3]=2[O:2][CH3:1])[C:15](=[O:16])[C:14]=1[C:34]([NH:33][CH2:52][C:56]([OH:57])=[O:41])=[O:35]. The catalyst class is: 22. (6) Reactant: [CH2:1]([OH:6])[CH2:2][CH2:3][C:4]#[CH:5].[CH3:7][S:8](Cl)(=[O:10])=[O:9].C(N(CC)C(C)C)(C)C.OS([O-])(=O)=O.[K+]. Product: [CH2:1]([O:6][S:8]([CH3:7])(=[O:10])=[O:9])[CH2:2][CH2:3][C:4]#[CH:5]. The catalyst class is: 34. (7) Reactant: Br[C:2]1[C:7]([CH3:8])=[CH:6][C:5]([Br:9])=[CH:4][N:3]=1.[Cu][C:11]#[N:12].O. Product: [Br:9][C:5]1[CH:6]=[C:7]([CH3:8])[C:2]([C:11]#[N:12])=[N:3][CH:4]=1. The catalyst class is: 3. (8) Product: [CH2:29]([C:33]12[CH2:47][CH2:48][C:49](=[O:51])[CH:50]=[C:34]1[C:35]1[C:40](=[C:39]([Cl:42])[C:38]([O:43][CH3:44])=[C:37]([F:45])[CH:36]=1)[CH2:41]2)[CH2:30][CH2:31][CH3:32]. Reactant: C(C1CC2C(=CC(F)=C(OC)C=2Cl)C1=O)CCC.C(C(C)=O)=C.C[O-].[Na+].CO.[CH2:29]([C:33]1([CH2:47][CH2:48][C:49](=[O:51])[CH3:50])[CH2:41][C:40]2[C:35](=[CH:36][C:37]([F:45])=[C:38]([O:43][CH3:44])[C:39]=2[Cl:42])[C:34]1=O)[CH2:30][CH2:31][CH3:32].N1CCCC1.C(O)(=O)C. The catalyst class is: 207. (9) Reactant: [F:1][C:2]([F:7])([F:6])[C:3]([OH:5])=[O:4].[F:8][C:9]([F:14])([F:13])[C:10]([OH:12])=[O:11].[Cl:15][C:16]1[CH:17]=[N:18][C:19]2[NH:20][C:21]3C=C[CH:24]=[C:25]([CH:43]=3)[CH2:26][CH2:27][C:28]3[CH:36]=[C:32]([NH:33][C:34]=1[N:35]=2)[CH:31]=[CH:30][C:29]=3[N:37]1[CH2:42][CH2:41][NH:40][CH2:39]C1.[CH:44](N(CC)C(C)C)(C)C.CI. Product: [F:1][C:2]([F:7])([F:6])[C:3]([O-:5])=[O:4].[F:8][C:9]([F:14])([F:13])[C:10]([O-:12])=[O:11].[Cl:15][C:16]1[CH:17]=[N:18][C:19]2[NH:20][C:21]3[CH:43]=[CH:25][CH:24]=[C:3]([CH:2]=3)[CH2:26][CH2:27][C:28]3[CH:36]=[C:32]([NH:33][C:34]=1[N:35]=2)[CH:31]=[CH:30][C:29]=3[N:37]1[CH2:10][CH2:9][N+:40]([CH3:39])([CH3:44])[CH2:41][CH2:42]1.[Cl:15][C:16]1[CH:17]=[N:18][C:19]2[NH:20][C:21]3[CH:43]=[CH:25][CH:24]=[C:3]([CH:2]=3)[CH2:26][CH2:27][C:28]3[CH:36]=[C:32]([NH:33][C:34]=1[N:35]=2)[CH:31]=[CH:30][C:29]=3[N:37]1[CH2:10][CH2:9][N+:40]([CH3:39])([CH3:44])[CH2:41][CH2:42]1. The catalyst class is: 4. (10) Reactant: Cl.[Cl:2][C:3]1[CH:13]=[CH:12][C:6]([O:7][CH2:8][CH2:9][CH2:10][NH2:11])=[CH:5][CH:4]=1.[F:14][C:15]([F:30])([F:29])[C:16]1[CH:17]=[C:18]([CH:22]=[C:23]([C:25]([F:28])([F:27])[F:26])[CH:24]=1)[C:19](Cl)=[O:20].C(N(CC)CC)C. Product: [Cl:2][C:3]1[CH:13]=[CH:12][C:6]([O:7][CH2:8][CH2:9][CH2:10][NH:11][C:19](=[O:20])[C:18]2[CH:22]=[C:23]([C:25]([F:26])([F:27])[F:28])[CH:24]=[C:16]([C:15]([F:14])([F:29])[F:30])[CH:17]=2)=[CH:5][CH:4]=1. The catalyst class is: 4.